From a dataset of NCI-60 drug combinations with 297,098 pairs across 59 cell lines. Regression. Given two drug SMILES strings and cell line genomic features, predict the synergy score measuring deviation from expected non-interaction effect. (1) Drug 1: CCC1(CC2CC(C3=C(CCN(C2)C1)C4=CC=CC=C4N3)(C5=C(C=C6C(=C5)C78CCN9C7C(C=CC9)(C(C(C8N6C)(C(=O)OC)O)OC(=O)C)CC)OC)C(=O)OC)O.OS(=O)(=O)O. Drug 2: CC12CCC3C(C1CCC2O)C(CC4=C3C=CC(=C4)O)CCCCCCCCCS(=O)CCCC(C(F)(F)F)(F)F. Synergy scores: CSS=8.00, Synergy_ZIP=-4.63, Synergy_Bliss=-5.42, Synergy_Loewe=-21.5, Synergy_HSA=-5.64. Cell line: UACC62. (2) Drug 1: C1=CN(C(=O)N=C1N)C2C(C(C(O2)CO)O)O.Cl. Drug 2: C1=NNC2=C1C(=O)NC=N2. Cell line: K-562. Synergy scores: CSS=49.6, Synergy_ZIP=-0.239, Synergy_Bliss=-1.37, Synergy_Loewe=-38.0, Synergy_HSA=-1.40. (3) Drug 1: C1=CC=C(C=C1)NC(=O)CCCCCCC(=O)NO. Drug 2: C1CN(CCN1C(=O)CCBr)C(=O)CCBr. Cell line: SF-268. Synergy scores: CSS=8.05, Synergy_ZIP=-3.18, Synergy_Bliss=1.99, Synergy_Loewe=-0.630, Synergy_HSA=1.03.